This data is from Full USPTO retrosynthesis dataset with 1.9M reactions from patents (1976-2016). The task is: Predict the reactants needed to synthesize the given product. (1) The reactants are: [CH3:1][C:2]1[CH:7]=[C:6]([CH3:8])[N:5]2[N:9]=[C:10]([S:12][CH2:13][CH2:14][OH:15])[N:11]=[C:4]2[N:3]=1.C1(P(C2C=CC=CC=2)C2C=CC=CC=2)C=CC=CC=1.O[C:36]1[CH:41]=[CH:40][N:39]=[CH:38][CH:37]=1.N(C(OC(C)C)=O)=NC(OC(C)C)=O. Given the product [CH3:1][C:2]1[CH:7]=[C:6]([CH3:8])[N:5]2[N:9]=[C:10]([S:12][CH2:13][CH2:14][O:15][C:36]3[CH:41]=[CH:40][N:39]=[CH:38][CH:37]=3)[N:11]=[C:4]2[N:3]=1, predict the reactants needed to synthesize it. (2) Given the product [Cl:1][C:2]1[N:3]=[C:4]2[CH:12]=[C:11]([Cl:13])[CH:10]=[N:9][C:5]2=[N:6][C:7]=1[N:14]1[CH2:18][CH2:17][C@@H:16]([NH:19][C:20](=[O:26])[O:21][C:22]([CH3:24])([CH3:23])[CH3:25])[CH2:15]1, predict the reactants needed to synthesize it. The reactants are: [Cl:1][C:2]1[N:3]=[C:4]2[CH:12]=[C:11]([Cl:13])[CH:10]=[N:9][C:5]2=[N:6][C:7]=1Cl.[NH:14]1[CH2:18][CH2:17][C@@H:16]([NH:19][C:20](=[O:26])[O:21][C:22]([CH3:25])([CH3:24])[CH3:23])[CH2:15]1.[NH4+].[Cl-]. (3) Given the product [Br:1][C:2]1[CH:7]=[CH:6][C:5]([O:8][CH2:12][CH2:13][N:14]2[CH2:19][CH2:18][O:17][CH2:16][CH2:15]2)=[CH:4][C:3]=1[CH3:9], predict the reactants needed to synthesize it. The reactants are: [Br:1][C:2]1[CH:7]=[CH:6][C:5]([OH:8])=[CH:4][C:3]=1[CH3:9].Cl.Cl[CH2:12][CH2:13][N:14]1[CH2:19][CH2:18][O:17][CH2:16][CH2:15]1.C(=O)([O-])[O-].[K+].[K+].